This data is from Full USPTO retrosynthesis dataset with 1.9M reactions from patents (1976-2016). The task is: Predict the reactants needed to synthesize the given product. (1) Given the product [CH3:1][N:2]1[C:6]([CH:7]([OH:8])[C:16]#[C:15][C:9]2[CH:14]=[CH:13][CH:12]=[CH:11][CH:10]=2)=[CH:5][N:4]=[CH:3]1, predict the reactants needed to synthesize it. The reactants are: [CH3:1][N:2]1[C:6]([CH:7]=[O:8])=[CH:5][N:4]=[CH:3]1.[C:9]1([C:15]#[C:16][Mg]Br)[CH:14]=[CH:13][CH:12]=[CH:11][CH:10]=1.C1COCC1. (2) Given the product [CH3:14][O:15][C:16]1[CH:17]=[C:18]([C:24]2[N:29]=[C:28]([O:30][C@@H:31]([C@H:33]3[CH2:37][NH:36][C:35](=[O:38])[CH2:34]3)[CH3:32])[C:27]3[N:39]([CH2:7][C:8]([F:11])([F:10])[F:9])[CH:40]=[N:41][C:26]=3[CH:25]=2)[CH:19]=[CH:20][C:21]=1[O:22][CH3:23].[CH3:14][O:15][C:16]1[CH:17]=[C:18]([C:24]2[N:29]=[C:28]([O:30][C@@H:31]([C@H:33]3[CH2:37][NH:36][C:35](=[O:38])[CH2:34]3)[CH3:32])[C:27]3[N:39]=[CH:40][N:41]([CH2:7][C:8]([F:11])([F:10])[F:9])[C:26]=3[CH:25]=2)[CH:19]=[CH:20][C:21]=1[O:22][CH3:23], predict the reactants needed to synthesize it. The reactants are: FC(F)(F)S(O[CH2:7][C:8]([F:11])([F:10])[F:9])(=O)=O.[CH3:14][O:15][C:16]1[CH:17]=[C:18]([C:24]2[N:29]=[C:28]([O:30][C@@H:31]([C@H:33]3[CH2:37][NH:36][C:35](=[O:38])[CH2:34]3)[CH3:32])[C:27]3[NH:39][CH:40]=[N:41][C:26]=3[CH:25]=2)[CH:19]=[CH:20][C:21]=1[O:22][CH3:23].C(=O)([O-])[O-].[Cs+].[Cs+]. (3) Given the product [C:28]([O:22][N:21]=[C:17]([C:16]1[C:8]([C:5]2[CH:6]=[CH:7][C:2]([Cl:1])=[CH:3][CH:4]=2)=[N:9][N:10]2[CH:15]=[CH:14][CH:13]=[CH:12][C:11]=12)[CH:18]([CH3:19])[CH3:20])(=[O:29])[NH2:27], predict the reactants needed to synthesize it. The reactants are: [Cl:1][C:2]1[CH:7]=[CH:6][C:5]([C:8]2[C:16]([C:17](=[N:21][OH:22])[CH:18]([CH3:20])[CH3:19])=[C:11]3[CH:12]=[CH:13][CH:14]=[CH:15][N:10]3[N:9]=2)=[CH:4][CH:3]=1.C[Si]([N:27]=[C:28]=[O:29])(C)C.N1C=CC=CC=1. (4) Given the product [Br:12][C:13]1[CH:19]=[CH:18][C:16]([NH:17][C:2]2[S:3][C:4]3[CH:10]=[C:9]([Cl:11])[CH:8]=[CH:7][C:5]=3[N:6]=2)=[CH:15][CH:14]=1, predict the reactants needed to synthesize it. The reactants are: Cl[C:2]1[S:3][C:4]2[CH:10]=[C:9]([Cl:11])[CH:8]=[CH:7][C:5]=2[N:6]=1.[Br:12][C:13]1[CH:19]=[CH:18][C:16]([NH2:17])=[CH:15][CH:14]=1.Cl. (5) Given the product [F:1][C:2]1[CH:8]=[C:7]([O:9][C:10]2[CH:15]=[CH:14][N:13]=[C:12]([C:16]3[CH:17]=[N:18][N:19]([CH3:21])[CH:20]=3)[CH:11]=2)[CH:6]=[CH:5][C:3]=1[NH:4][C:34]([N:24]1[CH2:25][CH2:26][N:27]([CH:28]2[CH2:33][CH2:32][O:31][CH2:30][CH2:29]2)[C:23]1=[O:22])=[O:35], predict the reactants needed to synthesize it. The reactants are: [F:1][C:2]1[CH:8]=[C:7]([O:9][C:10]2[CH:15]=[CH:14][N:13]=[C:12]([C:16]3[CH:17]=[N:18][N:19]([CH3:21])[CH:20]=3)[CH:11]=2)[CH:6]=[CH:5][C:3]=1[NH2:4].[O:22]=[C:23]1[N:27]([CH:28]2[CH2:33][CH2:32][O:31][CH2:30][CH2:29]2)[CH2:26][CH2:25][N:24]1[C:34](Cl)=[O:35].O. (6) Given the product [Al+3:21].[CH2:1]([P:3]([O-:5])[O-:4])[CH3:2].[CH2:1]([P:3]([O-:5])[O-:4])[CH3:2].[CH2:1]([P:3]([O-:5])[O-:4])[CH3:2].[Al+3:21], predict the reactants needed to synthesize it. The reactants are: [CH2:1]([P:3]([OH:5])[OH:4])[CH3:2].[OH-].[Na+].O.O.O.O.O.O.O.O.O.[N+]([O-])([O-])=O.[Al+3:21].[N+]([O-])([O-])=O.[N+]([O-])([O-])=O. (7) Given the product [CH:1]1[CH:6]=[C:5]2[CH:4]=[CH:24][C:23]([OH:22])=[C:7]([C:1]3[C:2]4[C:3](=[CH:8][CH:7]=[CH:23][CH:24]=4)[CH:4]=[CH:5][C:6]=3[OH:22])[C:8]2=[CH:3][CH:2]=1, predict the reactants needed to synthesize it. The reactants are: [C:1]1([C@@H:7](NC[C@H](CCC)CC(O)=O)[CH3:8])[CH:6]=[CH:5][CH:4]=[CH:3][CH:2]=1.C([O:22][CH2:23][CH3:24])(=O)C.Cl. (8) Given the product [CH2:42]([O:41][C:38]1[CH:39]=[CH:40][C:35]([S:32]([NH:31][CH2:30][C:21]([N:18]2[CH2:17][CH2:16][NH:15][CH2:20][CH2:19]2)([C:22]([O:24][CH3:25])=[O:23])[C:26]([O:28][CH3:29])=[O:27])(=[O:34])=[O:33])=[CH:36][CH:37]=1)[C:43]#[C:44][CH3:45], predict the reactants needed to synthesize it. The reactants are: FC(F)(F)C(O)=O.C(OC([N:15]1[CH2:20][CH2:19][N:18]([C:21]([CH2:30][NH:31][S:32]([C:35]2[CH:40]=[CH:39][C:38]([O:41][CH2:42][C:43]#[C:44][CH3:45])=[CH:37][CH:36]=2)(=[O:34])=[O:33])([C:26]([O:28][CH3:29])=[O:27])[C:22]([O:24][CH3:25])=[O:23])[CH2:17][CH2:16]1)=O)(C)(C)C.C(=O)([O-])O.[Na+]. (9) Given the product [CH2:1]([C:3]1[CH:12]=[CH:11][CH:10]=[C:9]2[C:4]=1[CH2:5][CH2:6][N:7]1[C:17](=[O:18])[CH2:16][N:15]=[C:14]([C:19]3[CH:24]=[CH:23][CH:22]=[C:21]([O:25][CH3:26])[CH:20]=3)[CH:13]=[C:8]12)[CH3:2], predict the reactants needed to synthesize it. The reactants are: [C:1]([C:3]1[CH:12]=[CH:11][CH:10]=[C:9]2[C:4]=1[CH2:5][CH2:6][N:7]1[C:17](=[O:18])[CH2:16][N:15]=[C:14]([C:19]3[CH:24]=[CH:23][CH:22]=[C:21]([O:25][CH3:26])[CH:20]=3)[CH:13]=[C:8]12)#[CH:2].C([O-])([O-])=O.[K+].[K+]. (10) The reactants are: [C:1]([O:5][C:6]([N:8]1[CH2:12][CH:11]([NH:13][C:14]([O:16][CH2:17][CH2:18][Si:19]([CH3:22])([CH3:21])[CH3:20])=[O:15])[CH:10]([C:23](O)=[O:24])[CH2:9]1)=[O:7])([CH3:4])([CH3:3])[CH3:2].O=C1N(P(Cl)(N2CCOC2=O)=O)CCO1.CCN(C(C)C)C(C)C.[F:50][C:51]1[CH:52]=[C:53]([NH2:57])[CH:54]=[CH:55][CH:56]=1. Given the product [C:1]([O:5][C:6]([N:8]1[CH2:12][CH:11]([NH:13][C:14]([O:16][CH2:17][CH2:18][Si:19]([CH3:20])([CH3:22])[CH3:21])=[O:15])[CH:10]([C:23](=[O:24])[NH:57][C:53]2[CH:54]=[CH:55][CH:56]=[C:51]([F:50])[CH:52]=2)[CH2:9]1)=[O:7])([CH3:2])([CH3:4])[CH3:3], predict the reactants needed to synthesize it.